Dataset: Catalyst prediction with 721,799 reactions and 888 catalyst types from USPTO. Task: Predict which catalyst facilitates the given reaction. Reactant: C[O:2][C:3](=[O:18])[CH:4]=[CH:5][CH:6]=[CH:7][CH2:8][S:9]([C:12]1[CH:17]=[CH:16][CH:15]=[CH:14][CH:13]=1)(=[O:11])=[O:10].[OH-].[Na+]. Product: [C:12]1([S:9]([CH2:8][CH:7]=[CH:6][CH:5]=[CH:4][C:3]([OH:18])=[O:2])(=[O:11])=[O:10])[CH:13]=[CH:14][CH:15]=[CH:16][CH:17]=1. The catalyst class is: 5.